This data is from Forward reaction prediction with 1.9M reactions from USPTO patents (1976-2016). The task is: Predict the product of the given reaction. Given the reactants CN(C(ON1N=NC2C=CC=NC1=2)=[N+](C)C)C.F[P-](F)(F)(F)(F)F.[CH2:25]([C:27]1[S:31][CH:30]=[C:29]([C:32]([OH:34])=O)[CH:28]=1)[CH3:26].[O:35]1[C:40]2([CH2:45][CH2:44][N:43]([CH2:46][C:47]3[CH:48]=[C:49]([CH2:53][CH2:54][OH:55])[CH:50]=[CH:51][CH:52]=3)[CH2:42][CH2:41]2)[CH2:39][NH:38][CH2:37][CH2:36]1.C(N(CC)CC)C, predict the reaction product. The product is: [CH2:25]([C:27]1[S:31][CH:30]=[C:29]([C:32]([N:38]2[CH2:39][C:40]3([CH2:41][CH2:42][N:43]([CH2:46][C:47]4[CH:52]=[CH:51][CH:50]=[C:49]([CH2:53][CH2:54][OH:55])[CH:48]=4)[CH2:44][CH2:45]3)[O:35][CH2:36][CH2:37]2)=[O:34])[CH:28]=1)[CH3:26].